This data is from Forward reaction prediction with 1.9M reactions from USPTO patents (1976-2016). The task is: Predict the product of the given reaction. (1) Given the reactants [Br:1][C:2]1[CH:7]=[CH:6][C:5]([S:8]C(=O)N(C)C)=[C:4]([CH:14]=O)[CH:3]=1.[OH-].[Na+].C(O)(=O)CC(CC(O)=O)(C(O)=O)O.[Br:31][C:32]1[CH:37]=[CH:36][C:35]([CH:38]=[CH:39][N+:40]([O-:42])=[O:41])=[CH:34][CH:33]=1.N1CCCCC1C(O)=O, predict the reaction product. The product is: [Br:1][C:2]1[CH:3]=[C:4]2[C:5](=[CH:6][CH:7]=1)[S:8][CH:38]([C:35]1[CH:34]=[CH:33][C:32]([Br:31])=[CH:37][CH:36]=1)[C:39]([N+:40]([O-:42])=[O:41])=[CH:14]2. (2) Given the reactants [O:1]1[CH:5]=[CH:4][CH:3]=[C:2]1[C:6]1[CH:25]=[CH:24][C:9]([C:10]([N:12]([CH2:16][C:17]2[CH:22]=[CH:21][CH:20]=[CH:19][C:18]=2[OH:23])[CH:13]([CH3:15])[CH3:14])=[O:11])=[CH:8][CH:7]=1.C(=O)([O-])[O-].[K+].[K+].Br[CH2:33][CH2:34][CH2:35][O:36][CH2:37][C:38]([O:40][CH2:41][CH3:42])=[O:39], predict the reaction product. The product is: [O:1]1[CH:5]=[CH:4][CH:3]=[C:2]1[C:6]1[CH:7]=[CH:8][C:9]([C:10]([N:12]([CH2:16][C:17]2[CH:22]=[CH:21][CH:20]=[CH:19][C:18]=2[O:23][CH2:33][CH2:34][CH2:35][O:36][CH2:37][C:38]([O:40][CH2:41][CH3:42])=[O:39])[CH:13]([CH3:15])[CH3:14])=[O:11])=[CH:24][CH:25]=1. (3) Given the reactants [CH3:1][C:2]1([CH3:37])[CH2:11][CH2:10][C:9]([CH3:13])([CH3:12])[C:8]2[CH:7]=[C:6]([Se:14][C:15]#[C:16][C:17]3[CH:26]=[CH:25][C:20]([C:21]([O:23]C)=[O:22])=[CH:19][CH:18]=3)[CH:5]=[C:4]([O:27][CH2:28][C:29]3[CH:34]=[CH:33][C:32]([F:35])=[CH:31][C:30]=3[F:36])[C:3]1=2.[OH-].[Na+], predict the reaction product. The product is: [CH3:1][C:2]1([CH3:37])[CH2:11][CH2:10][C:9]([CH3:12])([CH3:13])[C:8]2[CH:7]=[C:6]([Se:14][C:15]#[C:16][C:17]3[CH:26]=[CH:25][C:20]([C:21]([OH:23])=[O:22])=[CH:19][CH:18]=3)[CH:5]=[C:4]([O:27][CH2:28][C:29]3[CH:34]=[CH:33][C:32]([F:35])=[CH:31][C:30]=3[F:36])[C:3]1=2. (4) Given the reactants Br[C:2]1[CH:28]=[CH:27][C:5]2[N:6]([CH2:9][C:10]3[CH:26]=[CH:25][C:13]4[N:14]=[C:15]([NH:17][C@@H:18]5[CH2:23][CH2:22][CH2:21][CH2:20][C@H:19]5[OH:24])[O:16][C:12]=4[CH:11]=3)[CH:7]=[N:8][C:4]=2[CH:3]=1.O.[CH3:30][N:31](C=O)C, predict the reaction product. The product is: [OH:24][C@@H:19]1[CH2:20][CH2:21][CH2:22][CH2:23][C@H:18]1[NH:17][C:15]1[O:16][C:12]2[CH:11]=[C:10]([CH2:9][N:6]3[C:5]4[CH:27]=[CH:28][C:2]([C:30]#[N:31])=[CH:3][C:4]=4[N:8]=[CH:7]3)[CH:26]=[CH:25][C:13]=2[N:14]=1. (5) Given the reactants C([O:3][C:4](=[O:36])[CH2:5][O:6][C:7]1[CH:12]=[CH:11][C:10]([S:13][C:14]2[CH:19]=[C:18]([C:20]#[C:21][CH2:22][CH2:23][CH3:24])[CH:17]=[C:16]([O:25][CH2:26][CH2:27][CH2:28][N:29]3[CH2:34][CH2:33][O:32][CH2:31][CH2:30]3)[CH:15]=2)=[CH:9][C:8]=1[Cl:35])C.[OH-].[Na+].Cl, predict the reaction product. The product is: [Cl:35][C:8]1[CH:9]=[C:10]([S:13][C:14]2[CH:19]=[C:18]([C:20]#[C:21][CH2:22][CH2:23][CH3:24])[CH:17]=[C:16]([O:25][CH2:26][CH2:27][CH2:28][N:29]3[CH2:30][CH2:31][O:32][CH2:33][CH2:34]3)[CH:15]=2)[CH:11]=[CH:12][C:7]=1[O:6][CH2:5][C:4]([OH:36])=[O:3]. (6) The product is: [N:1]1[CH:6]=[CH:5][CH:4]=[C:3]([O:7][C:8]2[CH:13]=[CH:12][C:11]([NH2:14])=[CH:10][CH:9]=2)[CH:2]=1. Given the reactants [N:1]1[CH:6]=[CH:5][CH:4]=[C:3]([O:7][C:8]2[CH:13]=[CH:12][C:11]([N+:14]([O-])=O)=[CH:10][CH:9]=2)[CH:2]=1.[Cl-].[NH4+], predict the reaction product. (7) The product is: [CH:28]([C:26]1[S:27][C:23]([O:1][C:2]2[CH:9]=[CH:8][C:5]([C:6]#[N:7])=[CH:4][CH:3]=2)=[CH:24][CH:25]=1)=[O:29]. Given the reactants [OH:1][C:2]1[CH:9]=[CH:8][C:5]([C:6]#[N:7])=[CH:4][CH:3]=1.C(=O)([O-])[O-].[Cs+].[Cs+].CC(N(C)C)=O.Br[C:23]1[S:27][C:26]([CH:28]=[O:29])=[CH:25][CH:24]=1, predict the reaction product. (8) Given the reactants [CH3:1][S:2]([O:5]S(C)(=O)=O)(=O)=[O:3].[NH2:10][C:11]1[CH:19]=[C:18]2[C:14]([CH:15]=[C:16]([C:27]([O:29][CH2:30][CH3:31])=[O:28])[N:17]2[C:20]([O:22][C:23]([CH3:26])([CH3:25])[CH3:24])=[O:21])=[CH:13][CH:12]=1.N1C=CC=CC=1, predict the reaction product. The product is: [CH3:1][S:2]([NH:10][C:11]1[CH:19]=[C:18]2[C:14]([CH:15]=[C:16]([C:27]([O:29][CH2:30][CH3:31])=[O:28])[N:17]2[C:20]([O:22][C:23]([CH3:26])([CH3:25])[CH3:24])=[O:21])=[CH:13][CH:12]=1)(=[O:5])=[O:3].